From a dataset of Forward reaction prediction with 1.9M reactions from USPTO patents (1976-2016). Predict the product of the given reaction. (1) Given the reactants [C:1]([C@H:5]1[CH2:10][CH2:9][C@H:8]([NH:11][C:12]2[N:13]=[CH:14][C:15]3[C:20]([CH:21]=2)=[CH:19][C:18]([C:22](O)=[O:23])=[CH:17][CH:16]=3)[CH2:7][CH2:6]1)([CH3:4])([CH3:3])[CH3:2].[NH2:25][CH:26]1[CH2:31][CH2:30][CH2:29][CH:28]([C:32]([O:34][CH3:35])=[O:33])[CH2:27]1.CN(C(ON1N=NC2C=CC=NC1=2)=[N+](C)C)C.F[P-](F)(F)(F)(F)F.CCN(C(C)C)C(C)C, predict the reaction product. The product is: [C:1]([C@H:5]1[CH2:10][CH2:9][C@H:8]([NH:11][C:12]2[N:13]=[CH:14][C:15]3[C:20]([CH:21]=2)=[CH:19][C:18]([C:22]([NH:25][CH:26]2[CH2:31][CH2:30][CH2:29][CH:28]([C:32]([O:34][CH3:35])=[O:33])[CH2:27]2)=[O:23])=[CH:17][CH:16]=3)[CH2:7][CH2:6]1)([CH3:4])([CH3:2])[CH3:3]. (2) Given the reactants Cl[C:2]1[N:7]=[CH:6][C:5]([O:8][Si:9]([CH:16]([CH3:18])[CH3:17])([CH:13]([CH3:15])[CH3:14])[CH:10]([CH3:12])[CH3:11])=[CH:4][N:3]=1.C([Sn](CCCC)(CCCC)[C:24]([O:26][CH2:27][CH3:28])=[CH2:25])CCC, predict the reaction product. The product is: [CH2:27]([O:26][C:24]([C:2]1[N:7]=[CH:6][C:5]([O:8][Si:9]([CH:16]([CH3:18])[CH3:17])([CH:13]([CH3:15])[CH3:14])[CH:10]([CH3:12])[CH3:11])=[CH:4][N:3]=1)=[CH2:25])[CH3:28]. (3) Given the reactants [Cl:1][C:2]1[C:7]([C:8]([OH:10])=O)=[CH:6][N:5]=[CH:4][CH:3]=1.[F:11][C:12]1[CH:18]=[C:17]([F:19])[CH:16]=[CH:15][C:13]=1[NH2:14].F[P-](F)(F)(F)(F)F.Br[P+](N1CCCC1)(N1CCCC1)N1CCCC1.C(N(C(C)C)CC)(C)C, predict the reaction product. The product is: [Cl:1][C:2]1[C:7]([C:8]([NH:14][C:13]2[CH:15]=[CH:16][C:17]([F:19])=[CH:18][C:12]=2[F:11])=[O:10])=[CH:6][N:5]=[CH:4][CH:3]=1. (4) Given the reactants [C:1]([C:4]1[CH:5]=[C:6]([CH:11]=[CH:12][C:13]=1[OH:14])[C:7]([O:9][CH3:10])=[O:8])(=[O:3])[NH2:2].[C:15]([N:22]1[CH2:27][CH2:26][C:25](=O)[CH2:24][CH2:23]1)([O:17][C:18]([CH3:21])([CH3:20])[CH3:19])=[O:16].N1CCOCC1.C(O)(C(F)(F)F)=O, predict the reaction product. The product is: [C:18]([O:17][C:15]([N:22]1[CH2:27][CH2:26][C:25]2([NH:2][C:1](=[O:3])[C:4]3[CH:5]=[C:6]([C:7]([O:9][CH3:10])=[O:8])[CH:11]=[CH:12][C:13]=3[O:14]2)[CH2:24][CH2:23]1)=[O:16])([CH3:21])([CH3:19])[CH3:20].